From a dataset of CYP2D6 inhibition data for predicting drug metabolism from PubChem BioAssay. Regression/Classification. Given a drug SMILES string, predict its absorption, distribution, metabolism, or excretion properties. Task type varies by dataset: regression for continuous measurements (e.g., permeability, clearance, half-life) or binary classification for categorical outcomes (e.g., BBB penetration, CYP inhibition). Dataset: cyp2d6_veith. (1) The drug is CCOC(=O)c1cc2c(=O)n3ccccc3nc2n(CCCOC)c1=NC(C)=O. The result is 0 (non-inhibitor). (2) The drug is O=C1COc2ccc(NC(=O)N3CCN(c4ccccc4Cl)CC3)cc2N1. The result is 0 (non-inhibitor). (3) The drug is COc1ccc(OC)c([C@H](O)[C@H](C)N)c1. The result is 0 (non-inhibitor). (4) The drug is CN(Cc1ccco1)c1cc(-c2ccccc2C(F)(F)F)ncn1. The result is 0 (non-inhibitor). (5) The molecule is CCc1ccc(OCCNC(=O)c2cc(SC)ccc2Cl)cc1. The result is 0 (non-inhibitor). (6) The compound is COC(=O)C(NC(=O)c1ccccc1)=C1C=C(C)OC(C)=C1. The result is 0 (non-inhibitor). (7) The drug is COc1ccc(/C=C\C(=O)Nc2ccccc2C(=O)O)cc1OC. The result is 0 (non-inhibitor).